This data is from Forward reaction prediction with 1.9M reactions from USPTO patents (1976-2016). The task is: Predict the product of the given reaction. (1) Given the reactants [Cl:1][C:2]1[CH:7]=[CH:6][CH:5]=[CH:4][C:3]=1[S:8]([N@:11]1[CH2:13][CH:12]1[C:14]([N:16]1[CH2:21][CH2:20][N:19]([C:22]2[C:27]([C:28]([F:31])([F:30])[F:29])=[CH:26][CH:25]=[CH:24][N:23]=2)[CH2:18][CH2:17]1)=[O:15])(=[O:10])=[O:9].[I-].[Na+].[CH:34]1([N:37]=[C:38]=[O:39])[CH2:36][CH2:35]1, predict the reaction product. The product is: [Cl:1][C:2]1[CH:7]=[CH:6][CH:5]=[CH:4][C:3]=1[S:8]([N:11]1[CH2:13][C@@H:12]([C:14]([N:16]2[CH2:21][CH2:20][N:19]([C:22]3[C:27]([C:28]([F:30])([F:29])[F:31])=[CH:26][CH:25]=[CH:24][N:23]=3)[CH2:18][CH2:17]2)=[O:15])[N:37]([CH:34]2[CH2:36][CH2:35]2)[C:38]1=[O:39])(=[O:9])=[O:10]. (2) Given the reactants C(OC([N:8]1[CH2:12][C@H:11]([C:13]2[CH:18]=[CH:17][CH:16]=[C:15]([F:19])[CH:14]=2)[C@@H:10]([CH:20]=O)[CH2:9]1)=O)(C)(C)C.[Si](OC[C@@H:31]1[C@@H:35]([C:36]2[CH:41]=[CH:40][CH:39]=[CH:38][CH:37]=2)CN[CH2:32]1)(C(C)(C)C)(C)C.[NH:42]1[CH2:47][CH2:46][CH2:45][CH2:44][CH2:43]1.C(Cl)Cl.CO.[NH4+:53].[OH-], predict the reaction product. The product is: [CH2:35]([C:31]1[CH:32]=[C:9]([CH:45]2[CH2:46][CH2:47][N:42]([CH2:20][C@H:10]3[C@@H:11]([C:13]4[CH:18]=[CH:17][CH:16]=[C:15]([F:19])[CH:14]=4)[CH2:12][NH:8][CH2:9]3)[CH2:43][CH2:44]2)[N:8]([CH2:12][CH3:11])[N:53]=1)[C:36]1[CH:37]=[CH:38][CH:39]=[CH:40][CH:41]=1. (3) The product is: [NH2:29][C:18]1[CH:17]=[C:16]([CH:21]=[C:20]([NH2:22])[CH:19]=1)[C:15]([C:11]1[NH:10][CH:14]=[CH:13][CH:12]=1)=[O:36]. Given the reactants C1(C)C(S([N:10]2[CH:14]=[CH:13][CH:12]=[C:11]2[C:15](=[O:36])[C:16]2[CH:21]=[C:20]([NH:22]C(=O)C(F)(F)F)[CH:19]=[C:18]([NH:29]C(=O)C(F)(F)F)[CH:17]=2)(=O)=O)=CC=CC=1.[OH-].[K+], predict the reaction product. (4) Given the reactants [CH3:1][NH:2][CH2:3][CH2:4][OH:5].[CH3:6][O:7][CH2:8][CH2:9]Br.C(N(CC)CC)C, predict the reaction product. The product is: [CH3:6][O:7][CH2:8][CH2:9][N:2]([CH2:3][CH2:4][OH:5])[CH3:1]. (5) Given the reactants FC(F)(F)S(O[C:7]1[CH:12]=[CH:11][CH:10]=[C:9]([N+:13]([O-:15])=[O:14])[C:8]=1[C:16]1[CH:21]=[CH:20][C:19]([O:22][CH2:23][C:24]2[CH:29]=[CH:28][CH:27]=[CH:26][CH:25]=2)=[CH:18][CH:17]=1)(=O)=O.[N:32]1[CH:37]=[CH:36][C:35](B(O)O)=[CH:34][CH:33]=1.C([O-])([O-])=O.[Na+].[Na+], predict the reaction product. The product is: [CH2:23]([O:22][C:19]1[CH:20]=[CH:21][C:16]([C:8]2[C:9]([N+:13]([O-:15])=[O:14])=[CH:10][CH:11]=[CH:12][C:7]=2[C:35]2[CH:36]=[CH:37][N:32]=[CH:33][CH:34]=2)=[CH:17][CH:18]=1)[C:24]1[CH:29]=[CH:28][CH:27]=[CH:26][CH:25]=1. (6) Given the reactants [N+:1]([C:4]1[CH:5]=[C:6]([OH:10])[CH:7]=[CH:8][CH:9]=1)([O-:3])=[O:2].C(=O)([O-])[O-].[K+].[K+].I[CH2:18][CH2:19][CH3:20].[Cl-].[NH4+], predict the reaction product. The product is: [N+:1]([C:4]1[CH:5]=[C:6]([O:10][CH2:18][CH2:19][CH3:20])[CH:7]=[CH:8][CH:9]=1)([O-:3])=[O:2]. (7) Given the reactants [CH2:1]([CH:3]1[NH:12][C:11]2[C:6](=[CH:7][C:8]([C:13]([F:16])([F:15])[F:14])=[CH:9][CH:10]=2)[N:5]([CH:17]([C:28]2[N:29]=[N:30][N:31]([CH3:33])[N:32]=2)[C:18]2[CH:23]=[CH:22][CH:21]=[C:20]([C:24]([F:27])([F:26])[F:25])[CH:19]=2)[CH2:4]1)[CH3:2].N1C=CC=CC=1.Cl[C:41]([O:43][CH2:44][CH3:45])=[O:42], predict the reaction product. The product is: [CH2:1]([CH:3]1[CH2:4][N:5]([CH:17]([C:28]2[N:29]=[N:30][N:31]([CH3:33])[N:32]=2)[C:18]2[CH:23]=[CH:22][CH:21]=[C:20]([C:24]([F:25])([F:26])[F:27])[CH:19]=2)[C:6]2[C:11](=[CH:10][CH:9]=[C:8]([C:13]([F:15])([F:16])[F:14])[CH:7]=2)[N:12]1[C:41]([O:43][CH2:44][CH3:45])=[O:42])[CH3:2]. (8) Given the reactants Cl[C:2]1[C:11]([CH:12]=[O:13])=[CH:10][C:9]2[C:4](=[CH:5][C:6]([F:15])=[C:7]([Cl:14])[CH:8]=2)[N:3]=1.[OH2:16], predict the reaction product. The product is: [Cl:14][C:7]1[CH:8]=[C:9]2[C:4](=[CH:5][C:6]=1[F:15])[NH:3][C:2](=[O:16])[C:11]([CH:12]=[O:13])=[CH:10]2. (9) Given the reactants [CH:1]1[N:2]=[CH:3][N:4]2[CH:9]=[CH:8][C:7]([C:10]([OH:12])=O)=[CH:6][C:5]=12.Cl.Cl.[N:15]12[CH2:22][CH2:21][CH:18]([CH2:19][CH2:20]1)[C@@H:17]([NH2:23])[CH2:16]2.CCN(C(C)C)C(C)C.CN(C(ON1N=NC2C=CC=NC1=2)=[N+](C)C)C.F[P-](F)(F)(F)(F)F.[C:57]([OH:66])(=[O:65])[C@H:58]([C@@H:60]([C:62]([OH:64])=[O:63])[OH:61])[OH:59], predict the reaction product. The product is: [C:57]([OH:66])(=[O:65])[CH:58]([CH:60]([C:62]([OH:64])=[O:63])[OH:61])[OH:59].[N:15]12[CH2:22][CH2:21][CH:18]([CH2:19][CH2:20]1)[C@@H:17]([NH:23][C:10]([C:7]1[CH:8]=[CH:9][N:4]3[CH:3]=[N:2][CH:1]=[C:5]3[CH:6]=1)=[O:12])[CH2:16]2. (10) Given the reactants [Cl:1][C:2]1[CH:7]=[CH:6][C:5]([C:8]2[N:9]=[C:10]3[CH:15]=[CH:14][C:13]([N+:16]([O-])=O)=[CH:12][N:11]3[C:19]=2[CH2:20][OH:21])=[CH:4][CH:3]=1.CN(C=O)C, predict the reaction product. The product is: [NH2:16][C:13]1[CH:14]=[CH:15][C:10]2[N:11]([C:19]([CH2:20][OH:21])=[C:8]([C:5]3[CH:6]=[CH:7][C:2]([Cl:1])=[CH:3][CH:4]=3)[N:9]=2)[CH:12]=1.